Dataset: Catalyst prediction with 721,799 reactions and 888 catalyst types from USPTO. Task: Predict which catalyst facilitates the given reaction. Reactant: O[CH2:2][C:3]1[CH:4]=[C:5]([C:14]([O:16][CH2:17][CH3:18])=[O:15])[CH:6]=[C:7]([CH:13]=1)[C:8]([O:10][CH2:11][CH3:12])=[O:9].C1(P(C2C=CC=CC=2)C2C=CC=CC=2)C=CC=CC=1.[S:38]1C=CC=C1CC(O)=O.[CH3:47][CH:48]([O:50]C(/N=N/C(OC(C)C)=O)=O)C. Product: [C:48]([S:38][CH2:2][C:3]1[CH:4]=[C:5]([C:14]([O:16][CH2:17][CH3:18])=[O:15])[CH:6]=[C:7]([CH:13]=1)[C:8]([O:10][CH2:11][CH3:12])=[O:9])(=[O:50])[CH3:47]. The catalyst class is: 1.